Dataset: Reaction yield outcomes from USPTO patents with 853,638 reactions. Task: Predict the reaction yield, written as a fraction of the theoretical maximum amount of product (1.0 means a 100% yield; for example, 0.34 means a 34% yield). (1) The reactants are C1C=CC(P(C2C(C3C(P(C4C=CC=CC=4)C4C=CC=CC=4)=CC=C4C=3C=CC=C4)=C3C(C=CC=C3)=CC=2)C2C=CC=CC=2)=CC=1.Br[C:48]1[CH:53]=[C:52]([Cl:54])[CH:51]=[CH:50][C:49]=1[N+:55]([O-:57])=[O:56].[NH2:58][C:59]1[N:67]=[C:66]2[C:62]([NH:63][C:64](=[O:74])[N:65]2[CH:68]2[CH2:73][CH2:72][O:71][CH2:70][CH2:69]2)=[C:61]([Cl:75])[N:60]=1.C(=O)([O-])[O-].[Cs+].[Cs+]. The catalyst is C1(C)C=CC=CC=1.CC([O-])=O.CC([O-])=O.[Pd+2]. The product is [Cl:75][C:61]1[N:60]=[C:59]([NH:58][C:48]2[CH:53]=[C:52]([Cl:54])[CH:51]=[CH:50][C:49]=2[N+:55]([O-:57])=[O:56])[N:67]=[C:66]2[C:62]=1[NH:63][C:64](=[O:74])[N:65]2[CH:68]1[CH2:69][CH2:70][O:71][CH2:72][CH2:73]1. The yield is 0.370. (2) The reactants are C(=O)([O-])[O-].[Cs+].[Cs+].[N+:7]([C:10]1[CH:16]=[CH:15][CH:14]=[CH:13][C:11]=1[NH2:12])([O-:9])=[O:8].F[C:18]1[CH:25]=[CH:24][C:23]([C:26]([F:29])([F:28])[F:27])=[CH:22][C:19]=1[C:20]#[N:21].Cl. The catalyst is CN(C=O)C. The product is [N+:7]([C:10]1[CH:16]=[CH:15][CH:14]=[CH:13][C:11]=1[NH:12][C:18]1[CH:25]=[CH:24][C:23]([C:26]([F:27])([F:29])[F:28])=[CH:22][C:19]=1[C:20]#[N:21])([O-:9])=[O:8]. The yield is 0.800. (3) The reactants are [Cl:1][C:2]1[CH:3]=[C:4]([CH:7]=[CH:8][C:9]=1[O:10][CH2:11][CH2:12][CH2:13][N:14]1[CH2:20][CH2:19][CH2:18][N:17]([CH3:21])[CH2:16][CH2:15]1)[CH:5]=O.[C:22]([C:26]1[CH:27]=[C:28]([NH2:33])[C:29]([NH2:32])=[CH:30][CH:31]=1)([CH3:25])([CH3:24])[CH3:23]. No catalyst specified. The product is [C:22]([C:26]1[CH:31]=[CH:30][C:29]2[NH:32][C:5]([C:4]3[CH:7]=[CH:8][C:9]([O:10][CH2:11][CH2:12][CH2:13][N:14]4[CH2:20][CH2:19][CH2:18][N:17]([CH3:21])[CH2:16][CH2:15]4)=[C:2]([Cl:1])[CH:3]=3)=[N:33][C:28]=2[CH:27]=1)([CH3:25])([CH3:23])[CH3:24]. The yield is 0.340. (4) The reactants are B1[CH:6]2[CH2:7][CH2:8][CH2:9][CH:2]1CC[CH2:5]2.[C:10]1([CH3:37])[CH:15]=[CH:14][C:13]([S:16]([N:19]2[CH2:24][CH2:23][N:22]([S:25]([C:28]3[CH:33]=[CH:32][C:31]([CH3:34])=[CH:30][CH:29]=3)(=[O:27])=[O:26])[CH2:21][C@@H:20]2[CH:35]=[CH2:36])(=[O:18])=[O:17])=[CH:12][CH:11]=1.C1(P(C2C=CC=CC=2)C2C=CC=CC=2)C=CC=CC=1.IC1C=CC=CC=1.[OH-].[Na+]. The catalyst is C1COCC1.[Pd].C1(P(C2C=CC=CC=2)C2C=CC=CC=2)C=CC=CC=1.C1(P(C2C=CC=CC=2)C2C=CC=CC=2)C=CC=CC=1.C1(P(C2C=CC=CC=2)C2C=CC=CC=2)C=CC=CC=1.C1(P(C2C=CC=CC=2)C2C=CC=CC=2)C=CC=CC=1. The product is [CH2:35]([CH:20]1[CH2:21][N:22]([S:25]([C:28]2[CH:33]=[CH:32][C:31]([CH3:34])=[CH:30][CH:29]=2)(=[O:27])=[O:26])[CH2:23][CH2:24][N:19]1[S:16]([C:13]1[CH:14]=[CH:15][C:10]([CH3:37])=[CH:11][CH:12]=1)(=[O:17])=[O:18])[CH2:36][C:5]1[CH:6]=[CH:7][CH:8]=[CH:9][CH:2]=1. The yield is 0.750.